This data is from Forward reaction prediction with 1.9M reactions from USPTO patents (1976-2016). The task is: Predict the product of the given reaction. The product is: [C:6]([C:7]1[N:12]=[CH:11][C:10]([NH2:13])=[C:9]([C:14]2[C:15]([F:33])=[N:16][CH:17]=[C:18]([C:20]3[CH:21]=[CH:22][C:23]([CH2:26][N:27]4[CH2:32][CH2:31][CH2:30][CH2:29][CH2:28]4)=[CH:24][CH:25]=3)[CH:19]=2)[CH:8]=1)#[CH:5]. Given the reactants C[Si]([C:5]#[C:6][C:7]1[N:12]=[CH:11][C:10]([NH2:13])=[C:9]([C:14]2[C:15]([F:33])=[N:16][CH:17]=[C:18]([C:20]3[CH:25]=[CH:24][C:23]([CH2:26][N:27]4[CH2:32][CH2:31][CH2:30][CH2:29][CH2:28]4)=[CH:22][CH:21]=3)[CH:19]=2)[CH:8]=1)(C)C.C(=O)([O-])[O-].[K+].[K+], predict the reaction product.